Dataset: Full USPTO retrosynthesis dataset with 1.9M reactions from patents (1976-2016). Task: Predict the reactants needed to synthesize the given product. Given the product [Cl:39][C:35]1[C:34]([F:40])=[C:33]([C@@H:14]2[C@:15]([C:25]3[CH:30]=[CH:29][C:28]([Cl:31])=[CH:27][C:26]=3[F:32])([C:23]#[N:24])[C@H:16]([CH2:18][C:19]([CH3:22])([CH3:21])[CH3:20])[CH2:17][N:13]2[C:11]([NH:10][C:7]2[CH:6]=[CH:5][C:4]([C:3]([OH:41])=[O:2])=[CH:9][CH:8]=2)=[O:12])[CH:38]=[CH:37][CH:36]=1, predict the reactants needed to synthesize it. The reactants are: C[O:2][C:3](=[O:41])[C:4]1[CH:9]=[CH:8][C:7]([NH:10][C:11]([N:13]2[CH2:17][C@@H:16]([CH2:18][C:19]([CH3:22])([CH3:21])[CH3:20])[C@@:15]([C:25]3[CH:30]=[CH:29][C:28]([Cl:31])=[CH:27][C:26]=3[F:32])([C:23]#[N:24])[C@H:14]2[C:33]2[CH:38]=[CH:37][CH:36]=[C:35]([Cl:39])[C:34]=2[F:40])=[O:12])=[CH:6][CH:5]=1.[Li+].[OH-].